This data is from Catalyst prediction with 721,799 reactions and 888 catalyst types from USPTO. The task is: Predict which catalyst facilitates the given reaction. (1) Reactant: [OH:1][CH:2]1[C:6]([CH3:8])([CH3:7])[CH2:5][N:4]([C:9]2[CH:10]=[N:11][N:12]3[CH2:17][C@H:16]([CH3:18])[N:15]([C:19](OC(C)(C)C)=[O:20])[CH2:14][C:13]=23)[C:3]1=[O:26].C(O)(C(F)(F)F)=O.CCN(C(C)C)C(C)C.[F:43][C:44]1[CH:45]=[C:46]([NH:52]C(=O)OC2C=CC=CC=2)[CH:47]=[C:48]([F:51])[C:49]=1[F:50]. Product: [OH:1][CH:2]1[C:6]([CH3:7])([CH3:8])[CH2:5][N:4]([C:9]2[CH:10]=[N:11][N:12]3[CH2:17][C@H:16]([CH3:18])[N:15]([C:19]([NH:52][C:46]4[CH:45]=[C:44]([F:43])[C:49]([F:50])=[C:48]([F:51])[CH:47]=4)=[O:20])[CH2:14][C:13]=23)[C:3]1=[O:26]. The catalyst class is: 2. (2) Reactant: [N:1]1[C:14]2[N:8]3[C:9](=[O:13])[NH:10][CH:11]=[CH:12][C:7]3=[CH:6][C:5]=2[CH:4]=[CH:3][CH:2]=1.[H-].[Na+].[CH2:17](Cl)[O:18][CH3:19]. Product: [CH3:17][O:18][CH2:19][N:10]1[CH:11]=[CH:12][C:7]2=[CH:6][C:5]3[CH:4]=[CH:3][CH:2]=[N:1][C:14]=3[N:8]2[C:9]1=[O:13]. The catalyst class is: 3. (3) Reactant: C(N(CC)CC)C.[CH3:8][S:9](Cl)(=[O:11])=[O:10].[C:13]([O:17][C:18]1[CH:23]=[CH:22][C:21]([CH2:24][CH2:25][CH2:26][CH2:27][N:28]2[CH:32]=[CH:31][N:30]=[C:29]2[CH2:33][CH2:34][OH:35])=[CH:20][CH:19]=1)([CH3:16])([CH3:15])[CH3:14].O. Product: [CH3:8][S:9]([O:35][CH2:34][CH2:33][C:29]1[N:28]([CH2:27][CH2:26][CH2:25][CH2:24][C:21]2[CH:20]=[CH:19][C:18]([O:17][C:13]([CH3:15])([CH3:14])[CH3:16])=[CH:23][CH:22]=2)[CH:32]=[CH:31][N:30]=1)(=[O:11])=[O:10]. The catalyst class is: 13. (4) Reactant: [N:1]1[C:5]2[CH:6]=[CH:7][CH:8]=[CH:9][C:4]=2[NH:3][CH:2]=1.CC(C)([O-])C.[K+].CS(C)=O.Cl[CH2:21][CH2:22][CH2:23][CH2:24][CH2:25][CH2:26][OH:27]. Product: [N:1]1([CH2:21][CH2:22][CH2:23][CH2:24][CH2:25][CH2:26][OH:27])[C:5]2[CH:6]=[CH:7][CH:8]=[CH:9][C:4]=2[N:3]=[CH:2]1. The catalyst class is: 69. (5) Reactant: OCCN1C=NC(C2C=CC(C3C=NN4C=CC(N5[C@@H](C(C)C)COC5=O)=NC=34)=CC=2)=N1.[OH:33][CH2:34][CH2:35][N:36]1[C:40]([C:41]2[CH:46]=[CH:45][C:44]([C:47]3[CH:48]=[N:49][N:50]4[CH:55]=[CH:54][C:53]([N:56]5[CH:60]([CH:61]([CH3:63])[CH3:62])[CH2:59][O:58][C:57]5=[O:64])=[N:52][C:51]=34)=[CH:43][CH:42]=2)=[N:39][CH:38]=[N:37]1. Product: [OH:33][CH2:34][CH2:35][N:36]1[C:40]([C:41]2[CH:46]=[CH:45][C:44]([C:47]3[CH:48]=[N:49][N:50]4[CH:55]=[CH:54][C:53]([N:56]5[C@@H:60]([CH:61]([CH3:62])[CH3:63])[CH2:59][O:58][C:57]5=[O:64])=[N:52][C:51]=34)=[CH:43][CH:42]=2)=[N:39][CH:38]=[N:37]1. The catalyst class is: 47. (6) Reactant: C(OC(=O)[NH:7][C:8]1[CH:13]=[CH:12][C:11]([C:14]2[S:15][CH:16]=[C:17]([C:19]3[C:20](=[O:29])[NH:21][C:22]4[C:27]([CH:28]=3)=[CH:26][CH:25]=[CH:24][CH:23]=4)[N:18]=2)=[CH:10][CH:9]=1)(C)(C)C. Product: [NH2:7][C:8]1[CH:13]=[CH:12][C:11]([C:14]2[S:15][CH:16]=[C:17]([C:19]3[C:20](=[O:29])[NH:21][C:22]4[C:27]([CH:28]=3)=[CH:26][CH:25]=[CH:24][CH:23]=4)[N:18]=2)=[CH:10][CH:9]=1. The catalyst class is: 157. (7) Reactant: [ClH:1].[OH:2][CH:3]1[CH2:6][N:5]([C:7]2[N:12]=[CH:11][N:10]=[C:9]([N:13]3[C:17](=[O:18])[C:16]([N:19]4[CH:23]=[CH:22][N:21]=[N:20]4)=[CH:15][NH:14]3)[CH:8]=2)[CH2:4]1. Product: [ClH:1].[OH:2][CH:3]1[CH2:4][N:5]([C:7]2[N:12]=[CH:11][N:10]=[C:9]([N:13]3[C:17](=[O:18])[C:16]([N:19]4[CH:23]=[CH:22][N:21]=[N:20]4)=[CH:15][NH:14]3)[CH:8]=2)[CH2:6]1. The catalyst class is: 12.